The task is: Predict the product of the given reaction.. This data is from Forward reaction prediction with 1.9M reactions from USPTO patents (1976-2016). (1) The product is: [NH2:4][C:5]1[NH:10][C:9](=[O:11])[C:8]([CH2:12][C:13]2[CH:14]=[CH:15][C:16]([CH2:19][CH3:20])=[CH:17][CH:18]=2)=[CH:7][CH:6]=1. Given the reactants C([NH:4][C:5]1[NH:10][C:9](=[O:11])[C:8]([CH2:12][C:13]2[CH:18]=[CH:17][C:16]([CH2:19][CH3:20])=[CH:15][CH:14]=2)=[CH:7][CH:6]=1)(=O)C.[OH-].[Na+], predict the reaction product. (2) Given the reactants [Cl:1][C:2]1[CH:7]=[CH:6][C:5]([C:8]([C:22]2[CH:27]=[CH:26][C:25]([Cl:28])=[CH:24][CH:23]=2)([C:10]2[CH:11]=[C:12]3[C:17](=[C:18]([Br:20])[CH:19]=2)[N:16]=[CH:15][CH:14]=[C:13]3[Br:21])O)=[CH:4][CH:3]=1.C([SiH](CC)CC)C.C(O)(C(F)(F)F)=O, predict the reaction product. The product is: [Cl:28][C:25]1[CH:24]=[CH:23][C:22]([CH:8]([C:5]2[CH:6]=[CH:7][C:2]([Cl:1])=[CH:3][CH:4]=2)[C:10]2[CH:11]=[C:12]3[C:17](=[C:18]([Br:20])[CH:19]=2)[N:16]=[CH:15][CH:14]=[C:13]3[Br:21])=[CH:27][CH:26]=1. (3) The product is: [NH2:1][C:2]1[N:7]=[CH:6][N:5]=[C:4]2[N:8]([CH2:25][C@H:26]3[CH2:30][CH2:29][CH2:28][N:27]3[C:31]([C:32](=[CH:33][C:34]3([NH2:37])[CH2:36][CH2:35]3)[C:45]#[N:46])=[O:47])[N:9]=[C:10]([C:11]3[CH:16]=[CH:15][C:14]([O:17][C:18]4[CH:19]=[CH:20][CH:21]=[CH:22][CH:23]=4)=[CH:13][C:12]=3[F:24])[C:3]=12. Given the reactants [NH2:1][C:2]1[N:7]=[CH:6][N:5]=[C:4]2[N:8]([CH2:25][C@H:26]3[CH2:30][CH2:29][CH2:28][N:27]3[C:31](=[O:47])[C:32]([C:45]#[N:46])=[CH:33][C:34]3([NH:37]C(=O)OC(C)(C)C)[CH2:36][CH2:35]3)[N:9]=[C:10]([C:11]3[CH:16]=[CH:15][C:14]([O:17][C:18]4[CH:23]=[CH:22][CH:21]=[CH:20][CH:19]=4)=[CH:13][C:12]=3[F:24])[C:3]=12.C(O)(C(F)(F)F)=O, predict the reaction product. (4) Given the reactants [Cl:1][C:2]1[CH:3]=[C:4]2[N:9]([C:10]=1[CH2:11][N:12]1[CH2:17][CH2:16][O:15][CH2:14][CH2:13]1)[N:8]=[CH:7][N:6]=[C:5]2[NH2:18].[Br:19]N1C(C)(C)C(=O)N(Br)C1=O, predict the reaction product. The product is: [Br:19][C:3]1[C:2]([Cl:1])=[C:10]([CH2:11][N:12]2[CH2:17][CH2:16][O:15][CH2:14][CH2:13]2)[N:9]2[C:4]=1[C:5]([NH2:18])=[N:6][CH:7]=[N:8]2. (5) Given the reactants [CH2:1]([O:3][C:4]([C:6]1([NH2:18])[CH2:9][CH:8]([O:10][CH2:11][C:12]2[CH:17]=[CH:16][CH:15]=[CH:14][CH:13]=2)[CH2:7]1)=[O:5])[CH3:2].[C:19](OC([O-])=O)([O:21][C:22]([CH3:25])([CH3:24])[CH3:23])=[O:20].CCCCCC.C(OCC)(=O)C.Cl, predict the reaction product. The product is: [CH2:1]([O:3][C:4]([C:6]1([NH:18][C:19]([O:21][C:22]([CH3:25])([CH3:24])[CH3:23])=[O:20])[CH2:9][CH:8]([O:10][CH2:11][C:12]2[CH:13]=[CH:14][CH:15]=[CH:16][CH:17]=2)[CH2:7]1)=[O:5])[CH3:2]. (6) Given the reactants [N:1]1[CH:6]=[CH:5][CH:4]=[CH:3][C:2]=1[CH:7]([OH:14])C1C=CC=CC=1.[H-].[Na+].Cl[C:18]1[CH:23]=[CH:22][N+:21]([O-:24])=[CH:20][CH:19]=1, predict the reaction product. The product is: [N:1]1[CH:6]=[CH:5][CH:4]=[CH:3][C:2]=1[CH2:7][O:14][C:18]1[CH:23]=[CH:22][N+:21]([O-:24])=[CH:20][CH:19]=1. (7) Given the reactants [C:1]([NH:4][CH:5]([C:7]1[CH:12]=[C:11]([CH3:13])[C:10]([Cl:14])=[CH:9][C:8]=1[CH:15]1[CH2:20][CH2:19][N:18]([C:21](OC(C)(C)C)=[O:22])[CH2:17][CH2:16]1)[CH3:6])(=[O:3])[CH3:2].Cl.[CH3:29]CN(C(C)C)C(C)C.C1C=NC2N(O)N=NC=2C=1.CN(C(ON1N=NC2C=CC=NC1=2)=[N+](C)C)C.F[P-](F)(F)(F)(F)F.[C:72]([N:76]1[CH2:80][C@@H:79]([C:81]2[CH:86]=[CH:85][C:84]([F:87])=[CH:83][C:82]=2[F:88])[C@H:78](C(O)=O)[CH2:77]1)([CH3:75])([CH3:74])[CH3:73], predict the reaction product. The product is: [C:72]([N:76]1[CH2:80][C@@H:79]([C:81]2[CH:86]=[CH:85][C:84]([F:87])=[CH:83][C:82]=2[F:88])[C@H:78]([C:21]([N:18]2[CH2:19][CH2:20][CH:15]([C:8]3[CH:9]=[C:10]([Cl:14])[C:11]([CH3:13])=[CH:12][C:7]=3[CH:5]([NH:4][C:1](=[O:3])[CH3:2])[CH2:6][CH3:29])[CH2:16][CH2:17]2)=[O:22])[CH2:77]1)([CH3:75])([CH3:73])[CH3:74]. (8) Given the reactants C[O:2][C:3]1[CH:4]=[C:5]2[C:9](=[CH:10][CH:11]=1)[CH2:8][CH:7]([CH2:12][OH:13])[CH2:6]2.Br, predict the reaction product. The product is: [OH:13][CH2:12][CH:7]1[CH2:6][C:5]2[C:9](=[CH:10][CH:11]=[C:3]([OH:2])[CH:4]=2)[CH2:8]1. (9) Given the reactants [NH2:1][C:2]1[CH:11]=[CH:10][CH:9]=[C:8]2[C:3]=1[CH:4]=[CH:5][CH:6]=[N:7]2.[Cl:12][C:13]1[CH:14]=[C:15]([CH2:20][CH:21]([CH3:25])[C:22](O)=[O:23])[CH:16]=[CH:17][C:18]=1[Cl:19], predict the reaction product. The product is: [Cl:12][C:13]1[CH:14]=[C:15]([CH2:20][CH:21]([CH3:25])[C:22]([NH:1][C:2]2[CH:11]=[CH:10][CH:9]=[C:8]3[C:3]=2[CH:4]=[CH:5][CH:6]=[N:7]3)=[O:23])[CH:16]=[CH:17][C:18]=1[Cl:19]. (10) Given the reactants [CH3:1][O:2][C:3]1[CH:10]=[C:9]([C:11]2[C:19]3[C:14](=[N:15][CH:16]=[CH:17][CH:18]=3)[NH:13][CH:12]=2)[CH:8]=[CH:7][C:4]=1[C:5]#[N:6].C(=O)([O-])[O-:21].[K+].[K+].OO, predict the reaction product. The product is: [CH3:1][O:2][C:3]1[CH:10]=[C:9]([C:11]2[C:19]3[C:14](=[N:15][CH:16]=[CH:17][CH:18]=3)[NH:13][CH:12]=2)[CH:8]=[CH:7][C:4]=1[C:5]([NH2:6])=[O:21].